From a dataset of Reaction yield outcomes from USPTO patents with 853,638 reactions. Predict the reaction yield, written as a fraction of the theoretical maximum amount of product (1.0 means a 100% yield; for example, 0.34 means a 34% yield). (1) The reactants are [CH:1]([C:3]1[CH:4]=[C:5]([CH:9]([NH:11][C:12](=[O:18])[O:13][C:14]([CH3:17])([CH3:16])[CH3:15])[CH3:10])[CH:6]=[CH:7][CH:8]=1)=O.C([O-])(=O)C.[Na+].Cl.[NH2:25][OH:26]. The catalyst is C1COCC1. The product is [OH:26][N:25]=[CH:1][C:3]1[CH:4]=[C:5]([CH:9]([NH:11][C:12](=[O:18])[O:13][C:14]([CH3:17])([CH3:16])[CH3:15])[CH3:10])[CH:6]=[CH:7][CH:8]=1. The yield is 1.00. (2) The reactants are [Cl:1][C:2]1[CH:3]=[C:4]([CH:24]([CH2:30][CH:31]2[CH2:33][CH2:32]2)[C:25]([O:27]CC)=[O:26])[CH:5]=[C:6]([C:14]2[CH:19]=[CH:18][C:17]([C:20]([F:23])([F:22])[F:21])=[CH:16][CH:15]=2)[C:7]=1[O:8][CH2:9][C:10]([F:13])([F:12])[F:11].O.[OH-].[Li+]. The catalyst is CO.C1COCC1.O. The product is [Cl:1][C:2]1[CH:3]=[C:4]([CH:24]([CH2:30][CH:31]2[CH2:32][CH2:33]2)[C:25]([OH:27])=[O:26])[CH:5]=[C:6]([C:14]2[CH:15]=[CH:16][C:17]([C:20]([F:21])([F:22])[F:23])=[CH:18][CH:19]=2)[C:7]=1[O:8][CH2:9][C:10]([F:12])([F:13])[F:11]. The yield is 0.880. (3) The reactants are Cl.[C:2](=[NH:9])([O:6][CH2:7][CH3:8])[CH2:3][CH2:4][CH3:5].C(N(CC)CC)C.[C:17](Cl)(=[O:24])[C:18]1[CH:23]=[CH:22][CH:21]=[CH:20][CH:19]=1. The catalyst is C1(C)C=CC=CC=1. The yield is 0.870. The product is [CH2:7]([O:6][C:2](=[N:9][C:17](=[O:24])[C:18]1[CH:23]=[CH:22][CH:21]=[CH:20][CH:19]=1)[CH2:3][CH2:4][CH3:5])[CH3:8]. (4) The reactants are [F:1][C:2]1[CH:7]=[CH:6][N:5]=[C:4]([NH:8]C(=O)OC(C)(C)C)[C:3]=1[CH2:16][NH:17][CH2:18][C:19]1[CH:24]=[CH:23][C:22]([O:25][CH3:26])=[CH:21][CH:20]=1.C(O)(C(F)(F)F)=O.C(Cl)Cl.CO. The catalyst is C(Cl)Cl. The product is [F:1][C:2]1[CH:7]=[CH:6][N:5]=[C:4]([NH2:8])[C:3]=1[CH2:16][NH:17][CH2:18][C:19]1[CH:24]=[CH:23][C:22]([O:25][CH3:26])=[CH:21][CH:20]=1. The yield is 0.560. (5) The reactants are [CH2:1]([O:3][C:4](=[O:19])[CH:5]=[CH:6][C:7]1[S:8][C:9]([CH:12]=[CH:13][C:14]([O:16][CH2:17][CH3:18])=[O:15])=[CH:10][CH:11]=1)[CH3:2]. The catalyst is CO.[Pd]. The product is [CH2:17]([O:16][C:14](=[O:15])[CH2:13][CH2:12][C:9]1[S:8][C:7]([CH2:6][CH2:5][C:4]([O:3][CH2:1][CH3:2])=[O:19])=[CH:11][CH:10]=1)[CH3:18]. The yield is 0.990. (6) The reactants are C([O:8][C:9](=[O:24])[CH2:10][N:11]1[C:15]([C:16]2[CH:21]=[CH:20][C:19]([O:22][CH3:23])=[CH:18][CH:17]=2)=[N:14][N:13]=[N:12]1)C1C=CC=CC=1. The catalyst is CO.[Pd]. The product is [CH3:23][O:22][C:19]1[CH:20]=[CH:21][C:16]([C:15]2[N:11]([CH2:10][C:9]([OH:24])=[O:8])[N:12]=[N:13][N:14]=2)=[CH:17][CH:18]=1. The yield is 0.890. (7) The reactants are [Cl:1][C:2]1[CH:3]=[C:4]([NH:16][C:17]2[C:18]3[CH:26]=[C:25](F)[N:24]=[CH:23][C:19]=3[N:20]=[CH:21][N:22]=2)[CH:5]=[CH:6][C:7]=1[O:8][CH2:9][C:10]1[CH:15]=[CH:14][CH:13]=[CH:12][N:11]=1.[CH3:28][O:29][C:30]1[CH:37]=[CH:36][C:33]([CH2:34][NH2:35])=[CH:32][CH:31]=1. The catalyst is CS(C)=O. The product is [Cl:1][C:2]1[CH:3]=[C:4]([NH:16][C:17]2[C:18]3[CH:26]=[C:25]([NH:35][CH2:34][C:33]4[CH:36]=[CH:37][C:30]([O:29][CH3:28])=[CH:31][CH:32]=4)[N:24]=[CH:23][C:19]=3[N:20]=[CH:21][N:22]=2)[CH:5]=[CH:6][C:7]=1[O:8][CH2:9][C:10]1[CH:15]=[CH:14][CH:13]=[CH:12][N:11]=1. The yield is 0.770.